This data is from Catalyst prediction with 721,799 reactions and 888 catalyst types from USPTO. The task is: Predict which catalyst facilitates the given reaction. Reactant: [Cl:1][C:2]1[CH:3]=[C:4]([CH:22]=[CH:23][C:24]=1[Cl:25])[O:5][CH:6]1[CH2:11][CH2:10][N:9]([C:12]([CH:14]([NH:18]C(=O)C)[CH:15]([CH3:17])[CH3:16])=[O:13])[CH2:8][CH2:7]1.FC(F)(F)C(O)=O. Product: [NH2:18][CH:14]([CH:15]([CH3:17])[CH3:16])[C:12]([N:9]1[CH2:10][CH2:11][CH:6]([O:5][C:4]2[CH:22]=[CH:23][C:24]([Cl:25])=[C:2]([Cl:1])[CH:3]=2)[CH2:7][CH2:8]1)=[O:13]. The catalyst class is: 4.